From a dataset of Forward reaction prediction with 1.9M reactions from USPTO patents (1976-2016). Predict the product of the given reaction. (1) Given the reactants CN(C(ON1N=NC2C=CC=NC1=2)=[N+](C)C)C.F[P-](F)(F)(F)(F)F.[C:25]1([S:31][C:32]2[S:33][C:34]([C:37]([OH:39])=O)=[CH:35][N:36]=2)[CH:30]=[CH:29][CH:28]=[CH:27][CH:26]=1.[NH2:40][C@@H:41]1[CH:46]2[CH2:47][CH2:48][N:43]([CH2:44][CH2:45]2)[CH2:42]1.CCN(C(C)C)C(C)C.[C:58]([OH:65])(=[O:64])/[CH:59]=[CH:60]/[C:61]([OH:63])=[O:62], predict the reaction product. The product is: [C:58]([OH:65])(=[O:64])/[CH:59]=[CH:60]/[C:61]([OH:63])=[O:62].[N:43]12[CH2:48][CH2:47][CH:46]([CH2:45][CH2:44]1)[C@@H:41]([NH:40][C:37]([C:34]1[S:33][C:32]([S:31][C:25]3[CH:26]=[CH:27][CH:28]=[CH:29][CH:30]=3)=[N:36][CH:35]=1)=[O:39])[CH2:42]2. (2) Given the reactants [CH2:1]([O:8][CH:9]([C:26]1[N:30]([CH3:31])[CH:29]=[N:28][CH:27]=1)[C:10]1[CH:15]=[C:14]([C:16]2[CH:21]=[CH:20][CH:19]=[CH:18][C:17]=2[Cl:22])[C:13]([C:23]([NH2:25])=O)=[CH:12][CH:11]=1)[C:2]1[CH:7]=[CH:6][CH:5]=[CH:4][CH:3]=1.C(N(CC)CC)C.FC(F)(F)C(OC(=O)C(F)(F)F)=O.[OH-].[NH4+].C1COCC1, predict the reaction product. The product is: [ClH:22].[CH2:1]([O:8][CH:9]([C:26]1[N:30]([CH3:31])[CH:29]=[N:28][CH:27]=1)[C:10]1[CH:15]=[C:14]([C:16]2[CH:21]=[CH:20][CH:19]=[CH:18][C:17]=2[Cl:22])[C:13]([C:23]#[N:25])=[CH:12][CH:11]=1)[C:2]1[CH:7]=[CH:6][CH:5]=[CH:4][CH:3]=1. (3) The product is: [ClH:39].[CH3:1][C:2]1[C:7]([O:8][C:9]2[C:10]([NH:22][C:23]3[S:27][N:26]=[C:25]([C@H:28]([OH:29])[CH2:32][OH:31])[N:24]=3)=[N:11][CH:12]=[C:13]([S:15][C:16]3[CH:21]=[CH:20][CH:19]=[CH:18][N:17]=3)[CH:14]=2)=[CH:6][CH:5]=[C:4]([CH3:38])[N:3]=1. Given the reactants [CH3:1][C:2]1[C:7]([O:8][C:9]2[C:10]([NH:22][C:23]3[S:27][N:26]=[C:25]([C@H:28]4[CH2:32][O:31]C5(CCCCC5)[O:29]4)[N:24]=3)=[N:11][CH:12]=[C:13]([S:15][C:16]3[CH:21]=[CH:20][CH:19]=[CH:18][N:17]=3)[CH:14]=2)=[CH:6][CH:5]=[C:4]([CH3:38])[N:3]=1.[ClH:39], predict the reaction product.